This data is from Peptide-MHC class I binding affinity with 185,985 pairs from IEDB/IMGT. The task is: Regression. Given a peptide amino acid sequence and an MHC pseudo amino acid sequence, predict their binding affinity value. This is MHC class I binding data. (1) The peptide sequence is VMLLDIDYF. The MHC is HLA-A01:01 with pseudo-sequence HLA-A01:01. The binding affinity (normalized) is 0.0847. (2) The peptide sequence is YLLVKWIRK. The MHC is HLA-A33:01 with pseudo-sequence HLA-A33:01. The binding affinity (normalized) is 0.209. (3) The peptide sequence is FTQKSLFPI. The MHC is HLA-A02:01 with pseudo-sequence HLA-A02:01. The binding affinity (normalized) is 0.591. (4) The peptide sequence is MQRISGSNIV. The binding affinity (normalized) is 0.124. The MHC is HLA-A02:01 with pseudo-sequence HLA-A02:01. (5) The peptide sequence is IAIPAHVRL. The MHC is HLA-A02:01 with pseudo-sequence HLA-A02:01. The binding affinity (normalized) is 0.0847. (6) The peptide sequence is LMDSIFVST. The MHC is HLA-B35:01 with pseudo-sequence HLA-B35:01. The binding affinity (normalized) is 0. (7) The binding affinity (normalized) is 0.366. The peptide sequence is LPQRHHIML. The MHC is HLA-B15:01 with pseudo-sequence HLA-B15:01.